Dataset: Peptide-MHC class II binding affinity with 134,281 pairs from IEDB. Task: Regression. Given a peptide amino acid sequence and an MHC pseudo amino acid sequence, predict their binding affinity value. This is MHC class II binding data. (1) The peptide sequence is EKKYFAATQFEVLAA. The MHC is HLA-DQA10301-DQB10302 with pseudo-sequence HLA-DQA10301-DQB10302. The binding affinity (normalized) is 0.461. (2) The peptide sequence is AFILDGDNLMPKV. The MHC is HLA-DQA10501-DQB10201 with pseudo-sequence HLA-DQA10501-DQB10201. The binding affinity (normalized) is 0.689. (3) The peptide sequence is SWIQSIPFVHLGHRD. The MHC is DRB1_0301 with pseudo-sequence DRB1_0301. The binding affinity (normalized) is 0.194. (4) The peptide sequence is TEAVQKIATESIVIWGKTPKFRL. The MHC is HLA-DQA10102-DQB10602 with pseudo-sequence HLA-DQA10102-DQB10602. The binding affinity (normalized) is 0.266. (5) The peptide sequence is FLIYITELLKKLQST. The MHC is DRB3_0101 with pseudo-sequence DRB3_0101. The binding affinity (normalized) is 0.530. (6) The peptide sequence is TEAVQKIATESIVIWGKTPKFRL. The MHC is DRB1_0405 with pseudo-sequence DRB1_0405. The binding affinity (normalized) is 0.272. (7) The peptide sequence is IFSGNMNIKLKMPMY. The MHC is HLA-DQA10401-DQB10402 with pseudo-sequence HLA-DQA10401-DQB10402. The binding affinity (normalized) is 0.